From a dataset of Forward reaction prediction with 1.9M reactions from USPTO patents (1976-2016). Predict the product of the given reaction. (1) Given the reactants [CH3:1][S:2][C:3]1[S:7][C:6]2=[N:8][C:9]([C:11]3[O:12][C:13]4[CH:19]=[CH:18][CH:17]=[C:16]([N+:20]([O-])=O)[C:14]=4[N:15]=3)=[CH:10][N:5]2[N:4]=1, predict the reaction product. The product is: [CH3:1][S:2][C:3]1[S:7][C:6]2=[N:8][C:9]([C:11]3[O:12][C:13]4[C:14](=[C:16]([NH2:20])[CH:17]=[CH:18][CH:19]=4)[N:15]=3)=[CH:10][N:5]2[N:4]=1. (2) Given the reactants F[C:2]1[C:10]2[S:9][C:8]([C:11]3[C:12]([NH2:28])=[N:13][CH:14]=[C:15]([C:17]4[CH:18]=[N:19][N:20]([CH:22]5[CH2:27][CH2:26][NH:25][CH2:24][CH2:23]5)[CH:21]=4)[CH:16]=3)=[N:7][C:6]=2[C:5](C(F)(F)F)=[CH:4][CH:3]=1.I[C:34]1SC2C(C#N)=CC=CC=2[N:38]=1, predict the reaction product. The product is: [NH2:28][C:12]1[C:11]([C:8]2[S:9][C:10]3[C:2]([C:34]#[N:38])=[CH:3][CH:4]=[CH:5][C:6]=3[N:7]=2)=[CH:16][C:15]([C:17]2[CH:18]=[N:19][N:20]([CH:22]3[CH2:27][CH2:26][NH:25][CH2:24][CH2:23]3)[CH:21]=2)=[CH:14][N:13]=1.